Dataset: hERG potassium channel inhibition data for cardiac toxicity prediction from Karim et al.. Task: Regression/Classification. Given a drug SMILES string, predict its toxicity properties. Task type varies by dataset: regression for continuous values (e.g., LD50, hERG inhibition percentage) or binary classification for toxic/non-toxic outcomes (e.g., AMES mutagenicity, cardiotoxicity, hepatotoxicity). Dataset: herg_karim. The drug is CCCCCCCN(CC)CC#CCCc1ccc(Cl)cc1. The result is 1 (blocker).